Predict which catalyst facilitates the given reaction. From a dataset of Catalyst prediction with 721,799 reactions and 888 catalyst types from USPTO. (1) Reactant: [CH3:1][C@@H:2]1[NH:7][CH2:6][CH2:5][N:4]([C:8]([O:10][C:11]([CH3:14])([CH3:13])[CH3:12])=[O:9])[CH2:3]1.[CH:15]1([NH:19][C:20](=[O:31])[NH:21][C:22]2[CH:30]=[CH:29][C:25]([C:26](O)=[O:27])=[CH:24][CH:23]=2)[CH2:18][CH2:17][CH2:16]1.C(N(C(C)C)C(C)C)C. Product: [CH:15]1([NH:19][C:20](=[O:31])[NH:21][C:22]2[CH:23]=[CH:24][C:25]([C:26]([N:7]3[CH2:6][CH2:5][N:4]([C:8]([O:10][C:11]([CH3:13])([CH3:12])[CH3:14])=[O:9])[CH2:3][C@@H:2]3[CH3:1])=[O:27])=[CH:29][CH:30]=2)[CH2:16][CH2:17][CH2:18]1. The catalyst class is: 9. (2) Reactant: [Cl:1][C:2]1[CH:22]=[C:21]([Cl:23])[CH:20]=[CH:19][C:3]=1[CH2:4][O:5][C:6]1[CH:18]=[CH:17][C:9]2[C:10]([SH:16])=[C:11]([C:13]([NH2:15])=[O:14])[S:12][C:8]=2[CH:7]=1.C(=O)([O-])O.[Na+].Br[CH2:30][C:31]([O:33][CH2:34][CH3:35])=[O:32].CN(C=O)C. Product: [CH2:34]([O:33][C:31](=[O:32])[CH2:30][S:16][C:10]1[C:9]2[CH:17]=[CH:18][C:6]([O:5][CH2:4][C:3]3[CH:19]=[CH:20][C:21]([Cl:23])=[CH:22][C:2]=3[Cl:1])=[CH:7][C:8]=2[S:12][C:11]=1[C:13](=[O:14])[NH2:15])[CH3:35]. The catalyst class is: 1. (3) Reactant: [NH2:1][C:2]1[CH:7]=[CH:6][C:5]([S:8]([NH:11][C:12]2[C:21]([Cl:22])=[N:20][C:19]3[C:14](=[CH:15][CH:16]=[CH:17][CH:18]=3)[N:13]=2)(=[O:10])=[O:9])=[CH:4][CH:3]=1.[C:23]([O:26][CH2:27][C:28](Cl)=[O:29])(=[O:25])[CH3:24].C(N(C(C)C)C(C)C)C. Product: [C:23]([O:26][CH2:27][C:28]([NH:1][C:2]1[CH:3]=[CH:4][C:5]([S:8]([NH:11][C:12]2[C:21]([Cl:22])=[N:20][C:19]3[C:14](=[CH:15][CH:16]=[CH:17][CH:18]=3)[N:13]=2)(=[O:10])=[O:9])=[CH:6][CH:7]=1)=[O:29])(=[O:25])[CH3:24]. The catalyst class is: 2. (4) Reactant: [CH3:1][NH:2][C:3]1([C:9]([NH2:11])=[O:10])[CH2:8][CH2:7][NH:6][CH2:5][CH2:4]1.C(=O)([O-])[O-].[K+].[K+].Br[CH:19]([CH3:21])[CH3:20]. Product: [CH:19]([N:6]1[CH2:7][CH2:8][C:3]([NH:2][CH3:1])([C:9]([NH2:11])=[O:10])[CH2:4][CH2:5]1)([CH3:21])[CH3:20]. The catalyst class is: 10. (5) Reactant: [CH:1]1([NH:5][C:6]([C@@H:8]2[CH2:12][CH2:11][CH2:10][N:9]2[C:13](=[O:30])[CH2:14][O:15][C:16]2[N:20]([C:21]3[CH:26]=[CH:25][CH:24]=[CH:23][CH:22]=3)[N:19]=[C:18]([C:27](O)=[O:28])[CH:17]=2)=[O:7])[CH2:4][CH2:3][CH2:2]1.C1C=CC2N(O)N=NC=2C=1.CCN(C(C)C)C(C)C.[NH2:50][C@H:51]([C:53]([O:55][C:56]([CH3:59])([CH3:58])[CH3:57])=[O:54])[CH3:52].Cl. Product: [C:56]([O:55][C:53](=[O:54])[C@@H:51]([NH:50][C:27]([C:18]1[CH:17]=[C:16]([O:15][CH2:14][C:13]([N:9]2[CH2:10][CH2:11][CH2:12][C@H:8]2[C:6](=[O:7])[NH:5][CH:1]2[CH2:4][CH2:3][CH2:2]2)=[O:30])[N:20]([C:21]2[CH:22]=[CH:23][CH:24]=[CH:25][CH:26]=2)[N:19]=1)=[O:28])[CH3:52])([CH3:59])([CH3:58])[CH3:57]. The catalyst class is: 607.